From a dataset of Forward reaction prediction with 1.9M reactions from USPTO patents (1976-2016). Predict the product of the given reaction. (1) Given the reactants C([O:4][CH:5]1[C:9]2=[N:10][CH:11]=[C:12]([NH:28][C:29]([C:31]3[N:32]=[C:33]([C:36]4[C:41]([F:42])=[CH:40][CH:39]=[CH:38][C:37]=4[F:43])[S:34][CH:35]=3)=[O:30])[C:13]([N:14]3[CH2:19][CH2:18][CH2:17][C@H:16]([NH:20]C(OC(C)(C)C)=O)[CH2:15]3)=[C:8]2[CH2:7][CH2:6]1)(=O)C.CO.[OH-].[Na+].C(O)(C(F)(F)F)=O, predict the reaction product. The product is: [NH2:20][C@H:16]1[CH2:17][CH2:18][CH2:19][N:14]([C:13]2[C:12]([NH:28][C:29]([C:31]3[N:32]=[C:33]([C:36]4[C:37]([F:43])=[CH:38][CH:39]=[CH:40][C:41]=4[F:42])[S:34][CH:35]=3)=[O:30])=[CH:11][N:10]=[C:9]3[CH:5]([OH:4])[CH2:6][CH2:7][C:8]=23)[CH2:15]1. (2) The product is: [CH2:1]([N:5]1[C:9]([C:10]#[N:11])=[C:8]([CH:12]=[O:13])[N:7]=[C:6]1[N:14]1[CH2:15][CH2:16][N:17]([C:20]([O:22][C:23]([CH3:26])([CH3:25])[CH3:24])=[O:21])[CH2:18][CH2:19]1)[C:2]#[C:3][CH3:4]. Given the reactants [CH2:1]([N:5]1[C:9]([C:10]#[N:11])=[C:8]([CH2:12][OH:13])[N:7]=[C:6]1[N:14]1[CH2:19][CH2:18][N:17]([C:20]([O:22][C:23]([CH3:26])([CH3:25])[CH3:24])=[O:21])[CH2:16][CH2:15]1)[C:2]#[C:3][CH3:4], predict the reaction product. (3) Given the reactants C([N:8]1[CH2:13][CH2:12][C@@H:11]([F:14])[C@H:10]([NH:15][C:16](=[O:22])[O:17][C:18]([CH3:21])([CH3:20])[CH3:19])[CH2:9]1)C1C=CC=CC=1.[H][H], predict the reaction product. The product is: [F:14][C@@H:11]1[CH2:12][CH2:13][NH:8][CH2:9][C@H:10]1[NH:15][C:16](=[O:22])[O:17][C:18]([CH3:20])([CH3:19])[CH3:21]. (4) Given the reactants [B-](F)(F)(F)F.[B-](F)(F)(F)F.C1[N+]2(CCl)CC[N+]([F:21])(CC2)C1.[Cl:22][C:23]1[CH:24]=[N:25][C:26]2[C:31]([C:32]=1[CH:33]=[O:34])=[CH:30][C:29]([O:35][CH3:36])=[CH:28][CH:27]=2.C(OCC)(=O)C, predict the reaction product. The product is: [Cl:22][C:23]1[CH:24]=[N:25][C:26]2[C:31]([C:32]=1[CH:33]=[O:34])=[C:30]([F:21])[C:29]([O:35][CH3:36])=[CH:28][CH:27]=2.